Dataset: Catalyst prediction with 721,799 reactions and 888 catalyst types from USPTO. Task: Predict which catalyst facilitates the given reaction. (1) Reactant: [CH3:1][C:2]([C:5]1[CH:10]=[C:9]([C:11](OC)=[O:12])[CH:8]=[CH:7][C:6]=1[C:15]1[CH:20]=[C:19]([O:21][CH:22]2[CH2:27][CH2:26][CH2:25][CH2:24][O:23]2)[CH:18]=[CH:17][C:16]=1[F:28])([CH3:4])[CH3:3].[H-].[H-].[H-].[H-].[Li+].[Al+3].[OH-].[Na+]. Product: [CH3:4][C:2]([C:5]1[CH:10]=[C:9]([CH2:11][OH:12])[CH:8]=[CH:7][C:6]=1[C:15]1[CH:20]=[C:19]([O:21][CH:22]2[CH2:27][CH2:26][CH2:25][CH2:24][O:23]2)[CH:18]=[CH:17][C:16]=1[F:28])([CH3:1])[CH3:3]. The catalyst class is: 1. (2) Reactant: [CH3:1][C:2]1[C:10]2[C:5](=[CH:6][CH:7]=[C:8]([CH:11]=O)[CH:9]=2)[NH:4][N:3]=1.[NH2:13][C:14]([C:18]1[CH:23]=[CH:22][C:21]([Cl:24])=[C:20]([F:25])[CH:19]=1)=[CH:15][C:16]#[N:17].[C:33]([O:35][CH2:36][C:37](=O)[CH2:32][C:33]([O:35][CH2:36][CH3:37])=[O:34])(=[O:34])[CH3:32].Cl. Product: [Cl:24][C:21]1[CH:22]=[CH:23][C:18]([C:14]2[NH:13][C:37]3[CH2:36][O:35][C:33](=[O:34])[C:32]=3[CH:11]([C:8]3[CH:9]=[C:10]4[C:5](=[CH:6][CH:7]=3)[NH:4][N:3]=[C:2]4[CH3:1])[C:15]=2[C:16]#[N:17])=[CH:19][C:20]=1[F:25]. The catalyst class is: 259. (3) Reactant: [Cl:1][C:2]1[CH:3]=[CH:4][C:5]([C:26]([F:29])([F:28])[F:27])=[C:6]([C:8]2[CH:13]=[CH:12][N:11]([CH:14]([CH2:18][C:19]3[CH:20]=[N:21][CH:22]=[CH:23][CH:24]=3)[C:15](O)=[O:16])[C:10](=[O:25])[CH:9]=2)[CH:7]=1.[NH2:30][C:31]1[CH:43]=[CH:42][C:34]([C:35]([O:37][C:38]([CH3:41])([CH3:40])[CH3:39])=[O:36])=[CH:33][CH:32]=1. Product: [Cl:1][C:2]1[CH:3]=[CH:4][C:5]([C:26]([F:28])([F:27])[F:29])=[C:6]([C:8]2[CH:13]=[CH:12][N:11]([CH:14]([CH2:18][C:19]3[CH:20]=[N:21][CH:22]=[CH:23][CH:24]=3)[C:15]([NH:30][C:31]3[CH:43]=[CH:42][C:34]([C:35]([O:37][C:38]([CH3:39])([CH3:40])[CH3:41])=[O:36])=[CH:33][CH:32]=3)=[O:16])[C:10](=[O:25])[CH:9]=2)[CH:7]=1. The catalyst class is: 3. (4) Reactant: [Cl:1][C:2]1[N:7]=[N:6][C:5]([O:8][C:9]2[C:14]([CH3:15])=[CH:13][CH:12]=[CH:11][C:10]=2[CH:16]2[CH2:18][CH2:17]2)=[C:4]([OH:19])[CH:3]=1.N1C=CC=CC=1.[C:26](Cl)(Cl)=[O:27].C1(C)C=CC=CC=1.Cl.[CH3:38][NH:39][O:40][CH3:41]. Product: [CH3:41][O:40][N:39]([CH3:38])[C:26](=[O:27])[O:19][C:4]1[CH:3]=[C:2]([Cl:1])[N:7]=[N:6][C:5]=1[O:8][C:9]1[C:14]([CH3:15])=[CH:13][CH:12]=[CH:11][C:10]=1[CH:16]1[CH2:18][CH2:17]1. The catalyst class is: 226. (5) Reactant: C([O:8][N:9]1[C:15](=[O:16])[N:14]2[CH2:17][C@H:10]1[CH2:11][CH2:12][C@H:13]2[C:18]1[CH:22]=[C:21]([CH2:23][NH:24][C:25](=[O:31])[O:26][C:27]([CH3:30])([CH3:29])[CH3:28])[O:20][N:19]=1)C1C=CC=CC=1. Product: [OH:8][N:9]1[C:15](=[O:16])[N:14]2[CH2:17][C@H:10]1[CH2:11][CH2:12][C@H:13]2[C:18]1[CH:22]=[C:21]([CH2:23][NH:24][C:25](=[O:31])[O:26][C:27]([CH3:29])([CH3:28])[CH3:30])[O:20][N:19]=1. The catalyst class is: 123. (6) Reactant: Cl[C:2]1[N:7]=[CH:6][N:5]=[C:4]([NH:8][CH3:9])[C:3]=1[N+:10]([O-])=O.C(N(CC)CC)C.[O:20]=[C:21]1[N:25]([CH:26]2[CH2:31][CH2:30][NH:29][CH2:28][CH2:27]2)[C:24]2[CH:32]=[CH:33][CH:34]=[CH:35][C:23]=2[NH:22]1. Product: [NH2:10][C:3]1[C:2]([N:29]2[CH2:28][CH2:27][CH:26]([N:25]3[C:24]4[CH:32]=[CH:33][CH:34]=[CH:35][C:23]=4[NH:22][C:21]3=[O:20])[CH2:31][CH2:30]2)=[N:7][CH:6]=[N:5][C:4]=1[NH:8][CH3:9]. The catalyst class is: 19.